The task is: Binary Classification. Given a drug SMILES string, predict its activity (active/inactive) in a high-throughput screening assay against a specified biological target.. This data is from Choline transporter screen with 302,306 compounds. (1) The compound is s1c(c2nc(on2)CN2C(CCC2)CO)ccc1. The result is 0 (inactive). (2) The compound is O=C(Nc1n(c2c(n1)cccc2)CC)c1ccccc1. The result is 0 (inactive). (3) The compound is O1C2C3N(CC2)CC=C3COC(=O)C(O)(C(CC(/C1=O)=C/C)=C)C. The result is 0 (inactive). (4) The drug is Clc1cc(NC(=O)CNC(=O)c2nn(c(=O)c3c2cccc3)c2ccc(OC)cc2)ccc1. The result is 0 (inactive).